The task is: Predict which catalyst facilitates the given reaction.. This data is from Catalyst prediction with 721,799 reactions and 888 catalyst types from USPTO. Reactant: Br[C:2]1[CH:7]=[CH:6][C:5]([C@@H:8]([NH:10][C:11](=[O:17])[O:12][C:13]([CH3:16])([CH3:15])[CH3:14])[CH3:9])=[CH:4][CH:3]=1.C([Li])CCC.[BH4-].[Na+].Cl.[O:26]1CCC[CH2:27]1. Product: [OH:26][CH2:27][C:2]1[CH:7]=[CH:6][C:5]([C@@H:8]([NH:10][C:11](=[O:17])[O:12][C:13]([CH3:16])([CH3:15])[CH3:14])[CH3:9])=[CH:4][CH:3]=1. The catalyst class is: 9.